From a dataset of Full USPTO retrosynthesis dataset with 1.9M reactions from patents (1976-2016). Predict the reactants needed to synthesize the given product. (1) Given the product [I:19][C:7]1[CH:16]=[CH:15][C:14]2[C:9](=[CH:10][CH:11]=[C:12]([O:17][CH3:18])[CH:13]=2)[CH:8]=1, predict the reactants needed to synthesize it. The reactants are: C([Li])CCC.Br[C:7]1[CH:16]=[CH:15][C:14]2[C:9](=[CH:10][CH:11]=[C:12]([O:17][CH3:18])[CH:13]=2)[CH:8]=1.[I:19]I.O. (2) Given the product [ClH:33].[Cl:33][C:34]1[CH:39]=[CH:38][C:37]([C:40]2([CH:44]3[C:53]4[C:48](=[CH:49][CH:50]=[C:51]([O:54][CH2:55][CH2:56][NH:57][S:27]([CH2:30][CH2:31][CH3:32])(=[O:29])=[O:28])[CH:52]=4)[C:47]([CH3:59])([CH3:58])[CH2:46][NH:45]3)[CH2:43][CH2:42][CH2:41]2)=[CH:36][CH:35]=1, predict the reactants needed to synthesize it. The reactants are: Cl.FC1C=CC(C2(C3C4C(=CC=C(OCCN[S:27]([CH2:30][CH2:31][CH3:32])(=[O:29])=[O:28])C=4)CCN3)CCC2)=CC=1.[Cl:33][C:34]1[CH:39]=[CH:38][C:37]([C:40]2([C:44]3[C:53]4[C:48](=[CH:49][CH:50]=[C:51]([O:54][CH2:55][CH2:56][NH2:57])[CH:52]=4)[C:47]([CH3:59])([CH3:58])[CH2:46][N:45]=3)[CH2:43][CH2:42][CH2:41]2)=[CH:36][CH:35]=1. (3) Given the product [Cl:19][C:14]1[CH:13]=[C:12]([N:11]2[C:10](=[O:20])[O:9][N:8]=[C:7]2[C:3]2[C:2]([NH:1][C:23](=[O:24])[C:22]([F:33])([F:32])[F:21])=[N:6][O:5][N:4]=2)[CH:17]=[CH:16][C:15]=1[F:18], predict the reactants needed to synthesize it. The reactants are: [NH2:1][C:2]1[C:3]([C:7]2[N:11]([C:12]3[CH:17]=[CH:16][C:15]([F:18])=[C:14]([Cl:19])[CH:13]=3)[C:10](=[O:20])[O:9][N:8]=2)=[N:4][O:5][N:6]=1.[F:21][C:22]([F:33])([F:32])[C:23](O[C:23](=[O:24])[C:22]([F:33])([F:32])[F:21])=[O:24].N1C=CC=CC=1. (4) Given the product [CH:3]([NH:5][C:10](=[O:13])[O:9][CH2:8][C:7]([CH2:12][OH:11])([CH3:6])[CH2:14][CH2:15][CH3:16])([CH3:4])[CH3:2], predict the reactants needed to synthesize it. The reactants are: Cl.[CH3:2][CH:3]([NH2:5])[CH3:4].[CH3:6][C:7]1([CH2:14][CH2:15][CH3:16])[CH2:12][O:11][C:10](=[O:13])[O:9][CH2:8]1. (5) The reactants are: Cl[CH2:2][O:3][CH3:4].[OH:5][C:6]1[CH:7]=[C:8]([CH:14]=[CH:15][C:16]=1[N+:17]([O-:19])=[O:18])[C:9]([O:11][CH2:12][CH3:13])=[O:10].C(=O)([O-])[O-].[K+].[K+].CN(C=O)C. Given the product [CH3:4][O:3][CH2:2][O:5][C:6]1[CH:7]=[C:8]([CH:14]=[CH:15][C:16]=1[N+:17]([O-:19])=[O:18])[C:9]([O:11][CH2:12][CH3:13])=[O:10], predict the reactants needed to synthesize it. (6) Given the product [CH3:3][CH:2]([NH:4][C:5](=[N:10][CH2:11][CH2:12][CH2:13][C@H:14]([NH:22][C:23]([C:25]1[C:26](=[O:44])[N:27]([CH:31]([C:32]2[CH:33]=[CH:34][CH:35]=[CH:36][CH:37]=2)[C:38]2[CH:43]=[CH:42][CH:41]=[CH:40][CH:39]=2)[CH:28]=[CH:29][CH:30]=1)=[O:24])[C:15]([OH:17])=[O:16])[NH:6][CH:7]([CH3:8])[CH3:9])[CH3:1].[C:45]([OH:51])([C:47]([F:50])([F:49])[F:48])=[O:46], predict the reactants needed to synthesize it. The reactants are: [CH3:1][CH:2]([NH:4][C:5](=[N:10][CH2:11][CH2:12][CH2:13][C@H:14]([NH:22][C:23]([C:25]1[C:26](=[O:44])[N:27]([CH:31]([C:38]2[CH:43]=[CH:42][CH:41]=[CH:40][CH:39]=2)[C:32]2[CH:37]=[CH:36][CH:35]=[CH:34][CH:33]=2)[CH:28]=[CH:29][CH:30]=1)=[O:24])[C:15]([O:17]C(C)(C)C)=[O:16])[NH:6][CH:7]([CH3:9])[CH3:8])[CH3:3].[C:45]([OH:51])([C:47]([F:50])([F:49])[F:48])=[O:46].